From a dataset of Forward reaction prediction with 1.9M reactions from USPTO patents (1976-2016). Predict the product of the given reaction. (1) Given the reactants [Br:1][C:2]1[CH:7]=[CH:6][C:5]([S:8](Cl)(=[O:10])=[O:9])=[CH:4][CH:3]=1.[CH:12]1([NH2:18])[CH2:17][CH2:16][CH2:15][CH2:14][CH2:13]1.CCN(C(C)C)C(C)C.Cl, predict the reaction product. The product is: [Br:1][C:2]1[CH:7]=[CH:6][C:5]([S:8]([NH:18][CH:12]2[CH2:17][CH2:16][CH2:15][CH2:14][CH2:13]2)(=[O:10])=[O:9])=[CH:4][CH:3]=1. (2) Given the reactants [NH4+:1].[OH-:2].O[C@@H:4]1[C@@H:9](Br)[CH2:8][CH2:7][C@H:6]([C:11]([N:13]([CH3:15])[CH3:14])=[O:12])[CH2:5]1, predict the reaction product. The product is: [NH2:1][C@H:4]1[C@H:9]([OH:2])[CH2:8][CH2:7][C@H:6]([C:11]([N:13]([CH3:15])[CH3:14])=[O:12])[CH2:5]1.